Task: Binary Classification. Given a miRNA mature sequence and a target amino acid sequence, predict their likelihood of interaction.. Dataset: Experimentally validated miRNA-target interactions with 360,000+ pairs, plus equal number of negative samples (1) The miRNA is hsa-miR-5581-3p with sequence UUCCAUGCCUCCUAGAAGUUCC. The protein sequence of the target gene is MLLLLLLLPLLWGTKGMEGDRQYGDGYLLQVQELVTVQEGLCVHVPCSFSYPQDGWTDSDPVHGYWFRAGDRPYQDAPVATNNPDREVQAETQGRFQLLGDIWSNDCSLSIRDARKRDKGSYFFRLERGSMKWSYKSQLNYKTKQLSVFVTALTHRPDILILGTLESGHSRNLTCSVPWACKQGTPPMISWIGASVSSPGPTTARSSVLTLTPKPQDHGTSLTCQVTLPGTGVTTTSTVRLDVSYPPWNLTMTVFQGDATASTALGNGSSLSVLEGQSLRLVCAVNSNPPARLSWTRGSL.... Result: 0 (no interaction). (2) The miRNA is hsa-miR-3680-3p with sequence UUUUGCAUGACCCUGGGAGUAGG. The protein sequence of the target gene is MSYPFGKEETATEEELFEFFCECLRRGDWELAQACVPQLHRGQGEIPQKVEDILQALVQCPILLRCGPDINPQRLAWLWLLVLEKWLAPEKKLLSTAIRRKLEFLFLSEDLQGDIPETILKELFETLAQGPAGSIPDRRTPQLSPEAVSVLWNLLKQAPRPAQALLELLLEDHHSASLCPSPLQKSLLDLIREALQTLRDPASQPPGVADAVCGALQALCCKAELPESEWRVLCEELLETCRTEDSPLQEERLLGCLLHKAGRNLLSLYGHTYAEKVAERPPKATLSGKDHPDPERAMLA.... Result: 0 (no interaction). (3) The miRNA is hsa-miR-3115 with sequence AUAUGGGUUUACUAGUUGGU. The protein sequence of the target gene is MSLSRSEEMHRLTENVYKTIMEQFNPSLRNFIAMGKNYEKALAGVTYAAKGYFDALVKMGELASESQGSKELGDVLFQMAEVHRQIQNQLEEMLKSFHNELLTQLEQKVELDSRYLSAALKKYQTEQRSKGDALDKCQAELKKLRKKSQGSKNPQKYSDKELQYIDAISNKQGELENYVSDGYKTALTEERRRFCFLVEKQCAVAKNSAAYHSKGKELLAQKLPLWQQACADPSKIPERAVQLMQQVASNGATLPSALSASKSNLVISDPIPGAKPLPVPPELAPFVGRMSAQESTPIMN.... Result: 0 (no interaction). (4) The miRNA is mmu-miR-3097-3p with sequence CUCAGACCUUUCUACCUGUCAG. The protein sequence of the target gene is MNLKVLLLLLGLSFLTVFALVYVLLTRQGSFSQSPRCPSIPPRIHPWTHPSQSQLFADLTPEELTAVMSFLTKHLGPGLVDAAQARPSDNCVFSVELQLPAKAAALAHLDRGGPPPVREALAIIFFGGQPKPNVSELVVGPLPHPSYMRDVTVERHGGPLPYYRRPMQKTEFVQIWRHLKEVELPKAPTFLASVLNYNGSTLAPLHSTASGFHAGDRATWIALYHNISGLGVFLHPVGLELLLDHGALDPADWVVQQVFYLGHYYADLAQLEWEFKVGRLEVIRVPLPTPGGASSLRPRV.... Result: 1 (interaction). (5) The miRNA is hsa-miR-2053 with sequence GUGUUAAUUAAACCUCUAUUUAC. The protein sequence of the target gene is MGATGAAEPLQSVLWVKQQRCAVSLEPARALLRWWRSPGPGAGAPGADACSVPVSEIIAVEETDVHGKHQGSGKWQKMEKPYAFTVHCVKRARRHRWKWAQVTFWCPEEQLCHLWLQTLREMLEKLTSRPKHLLVFINPFGGKGQGKRIYERKVAPLFTLASITTDIIVTEHANQAKETLYEINIDKYDGIVCVGGDGMFSEVLHGLIGRTQRSAGVDQNHPRAVLVPSSLRIGIIPAGSTDCVCYSTVGTSDAETSALHIVVGDSLAMDVSSVHHNSTLLRYSVSLLGYGFYGDIIKDS.... Result: 0 (no interaction). (6) The miRNA is mmu-miR-3071-5p with sequence ACUCAUUUGAGACGAUGAUGGA. The protein sequence of the target gene is MGDEDEDEGCAVELQITEANLTGHEEKVSVENFALLKVLGTGAYGKVFLVRKTGGHDAGKLYAMKVLRKAALVQRAKTQEHTRTERSVLELVRQAPFLVTLHYAFQTDAKLHLILDYVSGGEMFTHLYQRQYFKEAEVRVYGGEIVLALEHLHKLGIIYRDLKLENVLLDSEGHIVLTDFGLSKEFLTEEKERTFSFCGTIEYMAPEIIRSKAGHGKAVDWWSLGILLFELLTGASPFTLEGERNTQAEVSRRILKCSPPFPLRIGPVAQDLLQRLLCKDPKKRLGAGPQGAQEVKSHPF.... Result: 1 (interaction). (7) The miRNA is mmu-miR-23a-5p with sequence GGGGUUCCUGGGGAUGGGAUUU. The protein sequence of the target gene is MRLRGRGPRAAPSSSSGAGDARRLAPPGRNPFVHELRLSALQKAQVAFMTLTLFPIRLLFAAFMMLLAWPFALLASLGPPDKEPEQPLALWRKVVDFLLKAIMRTMWFAGGFHRVAVKGRQALPTEAAILTLAPHSSYFDAIPVTMTMSSIVMKAESRDIPIWGTLIRYIRPVFVSRSDQDSRRKTVEEIKRRAQSNGKWPQIMIFPEGTCTNRTCLITFKPGAFIPGVPVQPVVLRYPNKLDTITWTWQGPGALKILWLTLCQFQNQVEIEFLPVYCPSEEEKRNPALYASNVRRVMAK.... Result: 0 (no interaction).